Dataset: Experimentally validated miRNA-target interactions with 360,000+ pairs, plus equal number of negative samples. Task: Binary Classification. Given a miRNA mature sequence and a target amino acid sequence, predict their likelihood of interaction. The miRNA is mmu-miR-1843a-3p with sequence UCUGAUCGUUCACCUCCAUACA. The protein sequence of the target gene is MTKMDIRGAVDAAVPTNIIAAKAAEVRANKVNWQSYLQGQMISAEDCEFIQRFEMKRSPEEKQEMLQTEGSQCAKTFINLMTHICKEQTVQYILTMVDDMLQENHQRVSIFFDYARCSKNTAWPYFLPMLNRQDPFTVHMAARIIAKLAAWGKELMEGSDLNYYFNWIKTQLSSQKLRGSGVAVETGTVSSSDSSQYVQCVAGCLQLMLRVNEYRFAWVEADGVNCIMGVLSNKCGFQLQYQMIFSIWLLAFSPQMCEHLRRYNIIPVLSDILQESVKEKVTRIILAAFRNFLEKSTERE.... Result: 0 (no interaction).